From a dataset of Reaction yield outcomes from USPTO patents with 853,638 reactions. Predict the reaction yield, written as a fraction of the theoretical maximum amount of product (1.0 means a 100% yield; for example, 0.34 means a 34% yield). (1) No catalyst specified. The product is [CH3:11][NH:12][C:2]1[CH:3]=[CH:4][C:5]([N+:8]([O-:10])=[O:9])=[N:6][CH:7]=1. The yield is 0.800. The reactants are Br[C:2]1[CH:3]=[CH:4][C:5]([N+:8]([O-:10])=[O:9])=[N:6][CH:7]=1.[CH3:11][NH2:12]. (2) The reactants are [C:1]1([S:7]([N:10]2[C:14]3=[N:15][CH:16]=[CH:17][CH:18]=[C:13]3[CH:12]=[C:11]2[CH:19]([OH:27])[CH2:20][CH:21]2[CH2:26][CH2:25][CH2:24][CH2:23][O:22]2)(=[O:9])=[O:8])[CH:6]=[CH:5][CH:4]=[CH:3][CH:2]=1.CC(OI1(OC(C)=O)(OC(C)=O)OC(=O)C2C=CC=CC1=2)=O. The catalyst is ClCCl. The product is [C:1]1([S:7]([N:10]2[C:14]3=[N:15][CH:16]=[CH:17][CH:18]=[C:13]3[CH:12]=[C:11]2[C:19](=[O:27])[CH2:20][CH:21]2[CH2:26][CH2:25][CH2:24][CH2:23][O:22]2)(=[O:9])=[O:8])[CH:2]=[CH:3][CH:4]=[CH:5][CH:6]=1. The yield is 0.840.